Dataset: Full USPTO retrosynthesis dataset with 1.9M reactions from patents (1976-2016). Task: Predict the reactants needed to synthesize the given product. (1) Given the product [O:16]1[C:20]2[CH:21]=[CH:22][C:23]([C:25]3([C:28]([NH:30][C:31]4[CH:32]=[N:33][C:34]([CH3:38])=[C:35]([C:8]5[CH:9]=[CH:10][CH:11]=[C:6]([S:3](=[O:5])(=[O:4])[N:2]([CH3:15])[CH3:1])[CH:7]=5)[CH:36]=4)=[O:29])[CH2:27][CH2:26]3)=[CH:24][C:19]=2[O:18][CH2:17]1, predict the reactants needed to synthesize it. The reactants are: [CH3:1][N:2]([CH3:15])[S:3]([C:6]1[CH:7]=[C:8](B(O)O)[CH:9]=[CH:10][CH:11]=1)(=[O:5])=[O:4].[O:16]1[C:20]2[CH:21]=[CH:22][C:23]([C:25]3([C:28]([NH:30][C:31]4[CH:32]=[N:33][C:34]([CH3:38])=[C:35](Br)[CH:36]=4)=[O:29])[CH2:27][CH2:26]3)=[CH:24][C:19]=2[O:18][CH2:17]1.O1C2C=CC(C3(C(NC4C=NC(C)=C(C5C=CC=CC=5)C=4)=O)CC3)=CC=2OC1. (2) Given the product [CH2:1]([N:8]1[C:16]2[CH2:15][CH2:14][N:13]([CH3:27])[CH2:12][C:11]=2[C:10]([C:17]2[CH:22]=[CH:21][C:20]([F:23])=[C:19]([Cl:24])[CH:18]=2)=[CH:9]1)[C:2]1[CH:7]=[CH:6][CH:5]=[CH:4][CH:3]=1, predict the reactants needed to synthesize it. The reactants are: [CH2:1]([N:8]1[C:16]2[CH2:15][CH2:14][NH:13][CH2:12][C:11]=2[C:10]([C:17]2[CH:22]=[CH:21][C:20]([F:23])=[C:19]([Cl:24])[CH:18]=2)=[CH:9]1)[C:2]1[CH:7]=[CH:6][CH:5]=[CH:4][CH:3]=1.C=O.[C:27](O)(=O)CC(CC(O)=O)(C(O)=O)O. (3) Given the product [ClH:34].[NH2:23][CH:20]1[CH2:21][CH2:22][N:18]([C:16]2[N:17]=[C:12]([NH:11][C:6]3[CH:5]=[CH:4][C:3]([O:2][CH3:1])=[C:8]([O:9][CH3:10])[N:7]=3)[C:13]3[N:33]=[CH:32][S:31][C:14]=3[N:15]=2)[CH2:19]1, predict the reactants needed to synthesize it. The reactants are: [CH3:1][O:2][C:3]1[CH:4]=[CH:5][C:6]([NH:11][C:12]2[C:13]3[N:33]=[CH:32][S:31][C:14]=3[N:15]=[C:16]([N:18]3[CH2:22][CH2:21][CH:20]([NH:23]C(=O)OC(C)(C)C)[CH2:19]3)[N:17]=2)=[N:7][C:8]=1[O:9][CH3:10].[ClH:34]. (4) Given the product [CH2:26]([C:30]1[CH:31]=[CH:32][C:33]([C:36]([NH:1][C:2]2[CH:3]=[CH:4][C:5]([C:8]3[CH:16]=[C:15]4[C:11]([CH2:12][N:13]([C@@H:18]([CH:23]([CH3:25])[CH3:24])[C:19]([O:21][CH3:22])=[O:20])[C:14]4=[O:17])=[CH:10][CH:9]=3)=[CH:6][CH:7]=2)=[O:37])=[N:34][CH:35]=1)[CH2:27][CH2:28][CH3:29], predict the reactants needed to synthesize it. The reactants are: [NH2:1][C:2]1[CH:7]=[CH:6][C:5]([C:8]2[CH:16]=[C:15]3[C:11]([CH2:12][N:13]([C@@H:18]([CH:23]([CH3:25])[CH3:24])[C:19]([O:21][CH3:22])=[O:20])[C:14]3=[O:17])=[CH:10][CH:9]=2)=[CH:4][CH:3]=1.[CH2:26]([C:30]1[CH:31]=[CH:32][C:33]([C:36](Cl)=[O:37])=[N:34][CH:35]=1)[CH2:27][CH2:28][CH3:29]. (5) The reactants are: NC1C=CC(CC2CC(C(OCC)=O)C2)=CC=1.[C:18]1([CH:24]2[CH2:27][C:26](=[C:28]([CH3:34])[C:29]([O:31][CH2:32][CH3:33])=[O:30])[CH2:25]2)[CH:23]=[CH:22][CH:21]=[CH:20][CH:19]=1. Given the product [C:18]1([CH:24]2[CH2:25][CH:26]([CH:28]([CH3:34])[C:29]([O:31][CH2:32][CH3:33])=[O:30])[CH2:27]2)[CH:23]=[CH:22][CH:21]=[CH:20][CH:19]=1, predict the reactants needed to synthesize it. (6) Given the product [C:13]([Si:10]([O:8][C:5]1[CH:6]=[CH:7][C:2]([Cl:1])=[C:3]([I:9])[CH:4]=1)([CH3:12])[CH3:11])([CH3:16])([CH3:15])[CH3:14], predict the reactants needed to synthesize it. The reactants are: [Cl:1][C:2]1[CH:7]=[CH:6][C:5]([OH:8])=[CH:4][C:3]=1[I:9].[Si:10](Cl)([C:13]([CH3:16])([CH3:15])[CH3:14])([CH3:12])[CH3:11].N1C=CN=C1.CCOC(C)=O. (7) Given the product [Br:14][C:15]1[C:16]([O:11][C:8]2[CH:9]=[C:10]3[C:5]([CH:4]=[CH:3][CH:2]=[N:1]3)=[CH:6][CH:7]=2)=[N:17][C:18]([Cl:21])=[N:19][CH:20]=1, predict the reactants needed to synthesize it. The reactants are: [N:1]1[C:10]2[C:5](=[CH:6][CH:7]=[C:8]([OH:11])[CH:9]=2)[CH:4]=[CH:3][CH:2]=1.[H-].[Na+].[Br:14][C:15]1[C:16](Cl)=[N:17][C:18]([Cl:21])=[N:19][CH:20]=1.